Dataset: CYP2C19 inhibition data for predicting drug metabolism from PubChem BioAssay. Task: Regression/Classification. Given a drug SMILES string, predict its absorption, distribution, metabolism, or excretion properties. Task type varies by dataset: regression for continuous measurements (e.g., permeability, clearance, half-life) or binary classification for categorical outcomes (e.g., BBB penetration, CYP inhibition). Dataset: cyp2c19_veith. (1) The result is 1 (inhibitor). The molecule is Cc1sc(NC(=O)C2CCCCC2)c(C#N)c1-c1ccccc1. (2) The drug is CC(=O)[C@@]1(O)CC[C@@H]2[C@@H]3CCC4=CC(=O)CC[C@@]4(C)[C@H]3CC[C@]21C. The result is 1 (inhibitor). (3) The molecule is CN(c1ccccc1)c1ccc(/C=c2\s/c(=C(/C#N)C(=O)C(C)(C)C)n(Cc3ccco3)c2=O)cc1. The result is 1 (inhibitor). (4) The drug is O=C(O)C(=O)/C=C(\O)c1ccc(Br)cc1. The result is 0 (non-inhibitor). (5) The drug is COc1ccc(OCc2nnc(SCC(=O)O)n2N)cc1. The result is 0 (non-inhibitor). (6) The compound is COc1ccc(-c2nc3cnc(N4CCNCC4)nc3n(CCC#N)c2=O)cc1. The result is 0 (non-inhibitor). (7) The molecule is O=S(=O)(Cc1ccc(Cl)cc1)c1ccccc1-c1nnc(-c2ccc(Cl)cc2)o1. The result is 1 (inhibitor). (8) The molecule is O=C(c1csnn1)N1CCC[C@@]2(CCN(Cc3ccccc3)C2)C1. The result is 0 (non-inhibitor). (9) The compound is O=c1c(-c2ccc(F)cc2)nc2cncnc2n1-c1ccccc1. The result is 0 (non-inhibitor). (10) The drug is Cn1cccc1C(=O)N1CCC[C@@]2(CCN(Cc3nccs3)C2)C1. The result is 0 (non-inhibitor).